From a dataset of Forward reaction prediction with 1.9M reactions from USPTO patents (1976-2016). Predict the product of the given reaction. (1) Given the reactants [C:1]([C:4]1[N:8]2[CH:9]=[CH:10][CH:11]=[C:12]([NH:13][CH2:14][C:15]3[C:20]([CH3:21])=[CH:19][CH:18]=[CH:17][C:16]=3C)[C:7]2=[N:6][C:5]=1[CH3:23])(=[O:3])[CH3:2].[CH3:24]O.[BH4-].[Na+], predict the reaction product. The product is: [CH3:21][C:20]1[C:19]([CH3:24])=[CH:18][CH:17]=[CH:16][C:15]=1[CH2:14][NH:13][C:12]1[C:7]2[N:8]([C:4]([CH:1]([OH:3])[CH3:2])=[C:5]([CH3:23])[N:6]=2)[CH:9]=[CH:10][CH:11]=1. (2) The product is: [C:1]([O:5][C:6]([CH:8]1[CH:14]=[CH:13][C:12]2[CH:15]=[CH:16][C:17]([O:19][CH3:20])=[CH:18][C:11]=2[N:10]([CH2:21][CH3:22])[C:9]1=[O:23])=[O:7])([CH3:4])([CH3:3])[CH3:2]. Given the reactants [C:1]([O:5][C:6]([CH:8]1[CH2:14][CH2:13][C:12]2[CH:15]=[CH:16][C:17]([O:19][CH3:20])=[CH:18][C:11]=2[N:10]([CH2:21][CH3:22])[C:9]1=[O:23])=[O:7])([CH3:4])([CH3:3])[CH3:2].BrN1C(=O)CCC1=O, predict the reaction product. (3) Given the reactants [C:1]([O:5][C:6]([N:8]1[CH2:11][CH:10]([C:12]([NH:14][NH2:15])=O)[CH2:9]1)=[O:7])([CH3:4])([CH3:3])[CH3:2].[C:16]([C:18]1[CH:23]=[CH:22][CH:21]=[CH:20][N:19]=1)#[N:17].C[O-].[Na+].CO, predict the reaction product. The product is: [C:1]([O:5][C:6]([N:8]1[CH2:11][CH:10]([C:12]2[N:17]=[C:16]([C:18]3[CH:23]=[CH:22][CH:21]=[CH:20][N:19]=3)[NH:15][N:14]=2)[CH2:9]1)=[O:7])([CH3:4])([CH3:3])[CH3:2]. (4) Given the reactants [F:1][C:2]([F:7])([F:6])[C:3]([OH:5])=[O:4].[Cl:8][C:9]1[CH:10]=[N:11][C:12]2[NH:13][C:14]3[CH:15]=[CH:16][CH:17]=[C:18]([CH:40]=3)[CH2:19][CH2:20][C:21]3[CH:29]=[C:25]([NH:26][C:27]=1[N:28]=2)[CH:24]=[CH:23][C:22]=3[O:30][CH2:31][C:32](=[O:39])[N:33]1[CH2:38][CH2:37][NH:36][CH2:35][CH2:34]1.C(N(CC)C(C)C)(C)C.[C:50](Cl)(=[O:52])[CH3:51], predict the reaction product. The product is: [F:1][C:2]([F:7])([F:6])[C:3]([OH:5])=[O:4].[C:50]([N:36]1[CH2:37][CH2:38][N:33]([C:32](=[O:39])[CH2:31][O:30][C:22]2[CH:23]=[CH:24][C:25]3[NH:26][C:27]4[N:28]=[C:12]([NH:13][C:14]5[CH:15]=[CH:16][CH:17]=[C:18]([CH:40]=5)[CH2:19][CH2:20][C:21]=2[CH:29]=3)[N:11]=[CH:10][C:9]=4[Cl:8])[CH2:34][CH2:35]1)(=[O:52])[CH3:51]. (5) Given the reactants [Cl:1][C:2]1[CH:3]=[C:4]([C:12]2[O:16][N:15]=[C:14]([C:17]3[CH:18]=[CH:19][CH:20]=[C:21]4[C:25]=3[NH:24][CH:23]=[C:22]4[C:26]([OH:28])=O)[N:13]=2)[CH:5]=[CH:6][C:7]=1[O:8][CH:9]([CH3:11])[CH3:10].C[N:30](C=O)C.[C:34](Cl)(=[O:38])[C:35](Cl)=O.[CH2:40]1C[O:43][CH2:42][CH2:41]1, predict the reaction product. The product is: [Cl:1][C:2]1[CH:3]=[C:4]([C:12]2[O:16][N:15]=[C:14]([C:17]3[CH:18]=[CH:19][CH:20]=[C:21]4[C:25]=3[NH:24][CH:23]=[C:22]4[C:26]([NH:30][CH2:40][CH2:41][C:42]([O:38][CH2:34][CH3:35])=[O:43])=[O:28])[N:13]=2)[CH:5]=[CH:6][C:7]=1[O:8][CH:9]([CH3:10])[CH3:11]. (6) Given the reactants [CH3:1][NH:2][S:3]([C:6]1[CH:7]=[C:8]2[C:12](=[CH:13][CH:14]=1)[NH:11][C:10](=[O:15])[CH2:9]2)(=[O:5])=[O:4].[CH2:16]([O:18][C:19](=[O:32])[CH2:20][NH:21][C:22]([C:24]1[C:28]([CH3:29])=[C:27]([CH:30]=O)[NH:26][CH:25]=1)=[O:23])[CH3:17], predict the reaction product. The product is: [CH2:16]([O:18][C:19](=[O:32])[CH2:20][NH:21][C:22]([C:24]1[C:28]([CH3:29])=[C:27]([CH:30]=[C:9]2[C:8]3[C:12](=[CH:13][CH:14]=[C:6]([S:3](=[O:5])(=[O:4])[NH:2][CH3:1])[CH:7]=3)[NH:11][C:10]2=[O:15])[NH:26][CH:25]=1)=[O:23])[CH3:17]. (7) Given the reactants [NH2:1][C:2]1[C:7]([NH:8][C:9]2[CH:14]=[CH:13][C:12]([I:15])=[CH:11][C:10]=2[F:16])=[C:6]([CH3:17])[C:5](=[O:18])[N:4]2[CH2:19][CH2:20][S:21][C:3]=12.[CH2:22]([O:29][CH2:30][CH:31]1[CH2:33][CH:32]1[S:34](Cl)(=[O:36])=[O:35])[C:23]1[CH:28]=[CH:27][CH:26]=[CH:25][CH:24]=1, predict the reaction product. The product is: [F:16][C:10]1[CH:11]=[C:12]([I:15])[CH:13]=[CH:14][C:9]=1[NH:8][C:7]1[C:2]([NH:1][S:34]([CH:32]2[CH2:33][CH:31]2[CH2:30][O:29][CH2:22][C:23]2[CH:28]=[CH:27][CH:26]=[CH:25][CH:24]=2)(=[O:36])=[O:35])=[C:3]2[S:21][CH2:20][CH2:19][N:4]2[C:5](=[O:18])[C:6]=1[CH3:17].